From a dataset of Experimentally validated miRNA-target interactions with 360,000+ pairs, plus equal number of negative samples. Binary Classification. Given a miRNA mature sequence and a target amino acid sequence, predict their likelihood of interaction. (1) The miRNA is hsa-let-7d-3p with sequence CUAUACGACCUGCUGCCUUUCU. The protein sequence of the target gene is MSAAEEVDGLGVVRPHYGSVLDNERLTAEEMDERRRQNVAYEYLCHLEEAKRWMEACLGEDLPPTTELEEGLRNGVYLAKLGNFFSPKVVSLKKIYDREQTRYKATGLHFRHTDNVIQWLNAMDEIGLPKIFYPETTDIYDRKNMPRCIYCIHALSLYLFKLGLAPQIQDLYGKVDFTEEEINNMKIELEKYGIQMPAFSKIGGILANELSVDEAALHAAVIAINEAIDRRVAADTFTALKNPNAMLVNLEEGLAPTYQDVLYQAKQDKMTNAKNRTENSDRERDVYEELLTQAEIQGNV.... Result: 0 (no interaction). (2) The miRNA is mmu-miR-378a-5p with sequence CUCCUGACUCCAGGUCCUGUGU. The protein sequence of the target gene is MSDTPASTFGGRRAVPPNNSNAAEVDLPTEELQGLVPRGVNLKDYLNVTAVHLFKERWDSNKIDHHTDKYDNNKLIVRRGQTFYIQIDFNRPYDPRKDLFRVEYVIGRYPQENKGTYIPVPVVKELQSGKWGAKVIMNEDRSVRLSVQSSPECIVGKFRMYVAVWTPYGILRTRRDPETDTYILFNPWCEEDAVYLDDEKEREEYVLNDIGVIFYGDFKDIKSRSWSYGQFEDGILDTCLYVMDKAEMDLSGRGNPIKVSRVGSAMVNAKDDEGVLVGSWDNVYAYGIPPSAWTGSVDIL.... Result: 0 (no interaction). (3) Result: 0 (no interaction). The protein sequence of the target gene is MQRDCIMDYKESCPSVSIPSSDEHREKKKRFTVYKVLVSVGRSEWFVFRRYAEFDKLYNSLKKQFPAMALKIPAKRIFGDNFDPDFIKQRRAGLNEFIQNLVRYPELYNHPDVRAFLQMDSPRHQSDPSEDEDERSTSKPHSTSRNINLGPTGNPHAKPTDFDFLKVIGKGSFGKVLLAKRKLDGKFYAVKVLQKKIVLNRKEQKHIMAERNVLLKNVKHPFLVGLHYSFQTTEKLYFVLDFVNGGELFFHLQRERSFPEPRARFYAAEIASALGYLHSIKIVYRDLKPENILLDSMGHV.... The miRNA is hsa-miR-4310 with sequence GCAGCAUUCAUGUCCC.